Dataset: Full USPTO retrosynthesis dataset with 1.9M reactions from patents (1976-2016). Task: Predict the reactants needed to synthesize the given product. Given the product [Br:1][C:2]1[C:3]([O:9][CH3:10])=[N:4][C:5]([N:14]2[CH2:13][C@H:12]([CH3:11])[O:17][C@H:16]([CH3:18])[CH2:15]2)=[N:6][CH:7]=1, predict the reactants needed to synthesize it. The reactants are: [Br:1][C:2]1[C:3]([O:9][CH3:10])=[N:4][C:5](Cl)=[N:6][CH:7]=1.[CH3:11][C@H:12]1[O:17][C@@H:16]([CH3:18])[CH2:15][NH:14][CH2:13]1.